Dataset: Reaction yield outcomes from USPTO patents with 853,638 reactions. Task: Predict the reaction yield, written as a fraction of the theoretical maximum amount of product (1.0 means a 100% yield; for example, 0.34 means a 34% yield). (1) The yield is 0.0330. The reactants are Br[C:2]1[CH:3]=[C:4]([N:8]2[CH2:13][CH2:12][O:11][CH2:10][CH2:9]2)[CH:5]=[N:6][CH:7]=1.[CH2:14]1[C:23]2[C:18](=[CH:19][CH:20]=[CH:21][CH:22]=2)[CH2:17][CH2:16][N:15]1[CH2:24][CH:25]([OH:34])[CH2:26][N:27]1[CH2:32][CH2:31][NH:30][CH2:29][C:28]1=[O:33].CC(C1C=C(C(C)C)C(C2C=CC=CC=2P(C2CCCCC2)C2CCCCC2)=C(C(C)C)C=1)C.CC([O-])(C)C.[Na+]. The product is [CH2:14]1[C:23]2[C:18](=[CH:19][CH:20]=[CH:21][CH:22]=2)[CH2:17][CH2:16][N:15]1[CH2:24][CH:25]([OH:34])[CH2:26][N:27]1[CH2:32][CH2:31][N:30]([C:2]2[CH:7]=[N:6][CH:5]=[C:4]([N:8]3[CH2:13][CH2:12][O:11][CH2:10][CH2:9]3)[CH:3]=2)[CH2:29][C:28]1=[O:33]. The catalyst is O1CCOCC1.C1C=CC(/C=C/C(/C=C/C2C=CC=CC=2)=O)=CC=1.C1C=CC(/C=C/C(/C=C/C2C=CC=CC=2)=O)=CC=1.[Pd]. (2) The reactants are [H-].[Na+].[CH2:3]([C:6]1[C:14]2[C:13]([C:15]([O:17][CH3:18])=[O:16])=[CH:12][CH:11]=[CH:10][C:9]=2[NH:8][CH:7]=1)[CH:4]=[CH2:5].[C:19]1([S:25](Cl)(=[O:27])=[O:26])[CH:24]=[CH:23][CH:22]=[CH:21][CH:20]=1. The catalyst is CN(C=O)C. The product is [CH2:3]([C:6]1[C:14]2[C:13]([C:15]([O:17][CH3:18])=[O:16])=[CH:12][CH:11]=[CH:10][C:9]=2[N:8]([S:25]([C:19]2[CH:24]=[CH:23][CH:22]=[CH:21][CH:20]=2)(=[O:27])=[O:26])[CH:7]=1)[CH:4]=[CH2:5]. The yield is 0.870.